From a dataset of Catalyst prediction with 721,799 reactions and 888 catalyst types from USPTO. Predict which catalyst facilitates the given reaction. (1) Reactant: [Br:1][C:2]1[CH:10]=[C:9]2[C:5]([C:6](=O)[NH:7][N:8]2[C:11]2[CH:16]=[CH:15][CH:14]=[CH:13][CH:12]=2)=[CH:4][CH:3]=1.P12(SP3(SP(SP(S3)(S1)=S)(=S)S2)=S)=[S:19]. Product: [Br:1][C:2]1[CH:10]=[C:9]2[C:5]([C:6]([SH:19])=[N:7][N:8]2[C:11]2[CH:16]=[CH:15][CH:14]=[CH:13][CH:12]=2)=[CH:4][CH:3]=1. The catalyst class is: 113. (2) Reactant: Cl.C(OCC)(=O)C.C(OC([NH:15][CH:16]1[CH2:19][N:18]([C:20]2[S:21][C:22]([C:25]([O:27][CH2:28][CH3:29])=[O:26])=[CH:23][N:24]=2)[CH2:17]1)=O)(C)(C)C.C1COCC1.CO. Product: [NH2:15][CH:16]1[CH2:19][N:18]([C:20]2[S:21][C:22]([C:25]([O:27][CH2:28][CH3:29])=[O:26])=[CH:23][N:24]=2)[CH2:17]1. The catalyst class is: 12. (3) Reactant: [Cl:1][C:2]1[CH:25]=[C:24]([Cl:26])[CH:23]=[CH:22][C:3]=1[CH2:4][N:5]1[C:14]2[C:9](=[CH:10][CH:11]=[C:12]([C:15]([O:17]CC)=[O:16])[CH:13]=2)[N:8]=[C:7]([CH3:20])[C:6]1=[O:21].[OH-].[Na+].CO.Cl. Product: [C:15]([C:12]1[CH:13]=[C:14]2[C:9]([N:8]=[C:7]([CH3:20])[C:6](=[O:21])[N:5]2[CH2:4][C:3]2[CH:22]=[CH:23][C:24]([Cl:26])=[CH:25][C:2]=2[Cl:1])=[CH:10][CH:11]=1)([OH:17])=[O:16]. The catalyst class is: 6. (4) Reactant: Cl[C:2]1[N:7]=[CH:6][N:5]=[C:4]([N:8]2[CH2:13][CH2:12][N:11]([C:14]([O:16][C:17]([CH3:20])([CH3:19])[CH3:18])=[O:15])[CH2:10][CH2:9]2)[CH:3]=1.[F:21][C:22]1[CH:27]=[C:26]([F:28])[CH:25]=[CH:24][C:23]=1B(O)O.C(=O)([O-])[O-].[Na+].[Na+].C1(C)C=CC=CC=1. Product: [F:21][C:22]1[CH:27]=[C:26]([F:28])[CH:25]=[CH:24][C:23]=1[C:2]1[N:7]=[CH:6][N:5]=[C:4]([N:8]2[CH2:13][CH2:12][N:11]([C:14]([O:16][C:17]([CH3:20])([CH3:19])[CH3:18])=[O:15])[CH2:10][CH2:9]2)[CH:3]=1. The catalyst class is: 6. (5) Reactant: [Na].[CH3:2][C:3]1[CH:8]=[CH:7][CH:6]=[CH:5][C:4]=1[SH:9].[CH2:10]([O:12][CH:13]([O:16][CH2:17][CH3:18])[CH2:14]Br)[CH3:11]. Product: [CH2:10]([O:12][CH:13]([O:16][CH2:17][CH3:18])[CH2:14][S:9][C:4]1[CH:5]=[CH:6][CH:7]=[CH:8][C:3]=1[CH3:2])[CH3:11]. The catalyst class is: 8. (6) Reactant: [OH:1][C:2]1[CH:10]=[C:9]2[C:5]([CH:6]=[N:7][N:8]2[CH2:11][C@@H:12]([NH:14][C:15](=[O:24])[O:16][CH2:17][C:18]2[CH:23]=[CH:22][CH:21]=[CH:20][CH:19]=2)[CH3:13])=[CH:4][CH:3]=1.[CH2:25]=[O:26].[OH-].[Na+]. Product: [OH:1][C:2]1[C:10]([CH2:25][OH:26])=[C:9]2[C:5]([CH:6]=[N:7][N:8]2[CH2:11][C@@H:12]([NH:14][C:15](=[O:24])[O:16][CH2:17][C:18]2[CH:23]=[CH:22][CH:21]=[CH:20][CH:19]=2)[CH3:13])=[CH:4][CH:3]=1. The catalyst class is: 1. (7) Reactant: [Br:1][C:2]1[CH:3]=[C:4]2[CH2:10][N:9]([O:11]C(C)(C)C)[C:8](=[O:16])[C:5]2=[N:6][CH:7]=1. Product: [Br:1][C:2]1[CH:3]=[C:4]2[CH2:10][N:9]([OH:11])[C:8](=[O:16])[C:5]2=[N:6][CH:7]=1. The catalyst class is: 55. (8) Reactant: [NH2:1][C@@H:2]([CH3:18])[CH2:3][N:4]1[CH:8]=[CH:7][C:6]([C:9]2[CH:16]=[CH:15][C:12]([C:13]#[N:14])=[C:11]([Cl:17])[CH:10]=2)=[N:5]1.[O:19]1[CH2:24][CH2:23][N:22]([CH2:25][C:26]2[CH:30]=[C:29]([C:31](O)=[O:32])[NH:28][N:27]=2)[CH2:21][CH2:20]1.C1C=CC2N(O)N=NC=2C=1.CCN(C(C)C)C(C)C.CCN=C=NCCCN(C)C. Product: [Cl:17][C:11]1[CH:10]=[C:9]([C:6]2[CH:7]=[CH:8][N:4]([CH2:3][C@@H:2]([NH:1][C:31]([C:29]3[NH:28][N:27]=[C:26]([CH2:25][N:22]4[CH2:21][CH2:20][O:19][CH2:24][CH2:23]4)[CH:30]=3)=[O:32])[CH3:18])[N:5]=2)[CH:16]=[CH:15][C:12]=1[C:13]#[N:14]. The catalyst class is: 3. (9) Reactant: Cl.[Cl:2][C:3]1[C:8]([Cl:9])=[CH:7][CH:6]=[CH:5][C:4]=1[N:10]1[CH2:15][CH2:14][NH:13][CH2:12][CH2:11]1.C(N(C(C)C)CC)(C)C.Br[CH2:26][CH2:27][CH2:28][CH2:29][C:30]([N:32]1[C:40]2[C:35](=[CH:36][CH:37]=[CH:38][CH:39]=2)[CH2:34][CH2:33]1)=[O:31]. Product: [Cl:2][C:3]1[C:8]([Cl:9])=[CH:7][CH:6]=[CH:5][C:4]=1[N:10]1[CH2:15][CH2:14][N:13]([CH2:26][CH2:27][CH2:28][CH2:29][C:30]([N:32]2[C:40]3[C:35](=[CH:36][CH:37]=[CH:38][CH:39]=3)[CH2:34][CH2:33]2)=[O:31])[CH2:12][CH2:11]1. The catalyst class is: 131. (10) Reactant: [N+:1]([CH2:4][C@:5]1([CH2:12][C:13]([OH:15])=[O:14])[CH2:11][C@@H:10]2[C@H:6]1[CH2:7][CH2:8][CH2:9]2)([O-:3])=[O:2].C1(N)CCCCC1. Product: [CH:4]1([NH2:1])[CH2:5][CH2:11][CH2:10][CH2:6][CH2:7]1.[N+:1]([CH2:4][C@:5]1([CH2:12][C:13]([OH:15])=[O:14])[CH2:11][C@@H:10]2[C@H:6]1[CH2:7][CH2:8][CH2:9]2)([O-:3])=[O:2]. The catalyst class is: 13.